Dataset: Full USPTO retrosynthesis dataset with 1.9M reactions from patents (1976-2016). Task: Predict the reactants needed to synthesize the given product. (1) Given the product [O:23]=[C:22]1[NH:1][C:2]2[CH:14]=[CH:13][C:5]([O:6][CH2:7][C:8]([O:10][CH2:11][CH3:12])=[O:9])=[CH:4][C:3]=2[CH2:15][O:16]1, predict the reactants needed to synthesize it. The reactants are: [NH2:1][C:2]1[CH:14]=[CH:13][C:5]([O:6][CH2:7][C:8]([O:10][CH2:11][CH3:12])=[O:9])=[CH:4][C:3]=1[CH2:15][OH:16].C1N=CN([C:22](N2C=NC=C2)=[O:23])C=1. (2) The reactants are: [C:1]([O:5][CH3:6])(=[O:4])[CH:2]=[CH2:3].I[C:8]1[C:9]([N:18]2[CH2:23][CH2:22][CH2:21][CH2:20][CH2:19]2)=[N:10][C:11]([C:14]([F:17])([F:16])[F:15])=[CH:12][CH:13]=1.C([O-])([O-])=O.[K+].[K+]. Given the product [N:18]1([C:9]2[C:8](/[CH:3]=[CH:2]/[C:1]([O:5][CH3:6])=[O:4])=[CH:13][CH:12]=[C:11]([C:14]([F:17])([F:15])[F:16])[N:10]=2)[CH2:19][CH2:20][CH2:21][CH2:22][CH2:23]1, predict the reactants needed to synthesize it. (3) Given the product [CH3:41][C@H:39]1[CH2:40][N:35]2[N:34]=[CH:33][C:32]([N:9]3[CH2:8][CH:7]([C:2]4[CH:3]=[CH:4][CH:5]=[CH:6][N:1]=4)[O:11][C:10]3=[O:12])=[C:36]2[CH2:37][N:38]1[C:42]([O:44][C:45]([CH3:46])([CH3:48])[CH3:47])=[O:43], predict the reactants needed to synthesize it. The reactants are: [N:1]1[CH:6]=[CH:5][CH:4]=[CH:3][C:2]=1[CH:7]1[O:11][C:10](=[O:12])[NH:9][CH2:8]1.[O-]P([O-])([O-])=O.[K+].[K+].[K+].CN[C@@H]1CCCC[C@H]1NC.I[C:32]1[CH:33]=[N:34][N:35]2[CH2:40][C@H:39]([CH3:41])[N:38]([C:42]([O:44][C:45]([CH3:48])([CH3:47])[CH3:46])=[O:43])[CH2:37][C:36]=12. (4) Given the product [Br:1][C:2]1[CH:10]=[CH:9][CH:8]=[C:7]2[C:3]=1[CH2:4][CH2:5][CH:6]2[OH:11], predict the reactants needed to synthesize it. The reactants are: [Br:1][C:2]1[CH:10]=[CH:9][CH:8]=[C:7]2[C:3]=1[CH2:4][CH2:5][C:6]2=[O:11].[BH4-].[Na+].